Dataset: Forward reaction prediction with 1.9M reactions from USPTO patents (1976-2016). Task: Predict the product of the given reaction. (1) Given the reactants [CH3:1][N:2]1[CH2:7][CH2:6][CH:5]([OH:8])[CH2:4][CH2:3]1.[C:9](=O)([O-:11])[O-:10].[Cs+].[Cs+].[I-].[Cs+].[NH2:17][C:18](=[O:61])[C:19]([CH3:60])([CH3:59])[CH2:20][NH:21][C:22]([C@H:24]([CH:56]([CH3:58])[CH3:57])[CH2:25][C@@H:26]1[O:30][CH2:29][N:28]([C:31]([O:33][CH2:34]Cl)=[O:32])[C@H:27]1[CH2:36][C@H:37]([CH2:41][C:42]1[CH:47]=[CH:46][C:45]([O:48][CH3:49])=[C:44]([O:50][CH2:51][CH2:52][CH2:53][O:54][CH3:55])[CH:43]=1)[CH:38]([CH3:40])[CH3:39])=[O:23].C(O)(=O)CC(CC(O)=O)(C(O)=O)O, predict the reaction product. The product is: [NH2:17][C:18](=[O:61])[C:19]([CH3:60])([CH3:59])[CH2:20][NH:21][C:22]([C@H:24]([CH:56]([CH3:58])[CH3:57])[CH2:25][C@@H:26]1[O:30][CH2:29][N:28]([C:31]([O:33][CH2:34][O:11][C:9]([O:8][CH:5]2[CH2:6][CH2:7][N:2]([CH3:1])[CH2:3][CH2:4]2)=[O:10])=[O:32])[C@H:27]1[CH2:36][C@H:37]([CH2:41][C:42]1[CH:47]=[CH:46][C:45]([O:48][CH3:49])=[C:44]([O:50][CH2:51][CH2:52][CH2:53][O:54][CH3:55])[CH:43]=1)[CH:38]([CH3:40])[CH3:39])=[O:23]. (2) Given the reactants [CH2:1]([C@@H:5]1[NH:10][CH2:9][C@H:8]([CH2:11][CH2:12][CH3:13])[NH:7][C:6]1=[O:14])[CH:2]([CH3:4])[CH3:3].[F:15][C:16]1[CH:17]=[C:18]2[C:26](=[CH:27][CH:28]=1)[C:25]1[O:24][N:23]=[C:22]([C:29](O)=[O:30])[C:21]=1[CH2:20][CH2:19]2.C([C@@H]1N(C([C@@H]2C[C@H]2C2C=CC=CC=2)=O)C[C@H](CC(C)C)NC1=O)C(C)C, predict the reaction product. The product is: [F:15][C:16]1[CH:17]=[C:18]2[C:26](=[CH:27][CH:28]=1)[C:25]1[O:24][N:23]=[C:22]([C:29]([N:10]3[CH2:9][C@H:8]([CH2:11][CH2:12][CH3:13])[NH:7][C:6](=[O:14])[C@@H:5]3[CH2:1][CH:2]([CH3:4])[CH3:3])=[O:30])[C:21]=1[CH2:20][CH2:19]2. (3) Given the reactants [OH-].[Na+].[CH2:3]([O:10][C:11]1[CH:16]=[C:15](/[CH:17]=[CH:18]/[C:19]([O:21]C)=[O:20])[CH:14]=[CH:13][C:12]=1[C:23]1[CH:28]=[CH:27][CH:26]=[C:25]([N:29]([CH3:40])[C:30]([NH:32][CH2:33][CH2:34][CH2:35][CH2:36][CH2:37][CH2:38][CH3:39])=[O:31])[CH:24]=1)[C:4]1[CH:9]=[CH:8][CH:7]=[CH:6][CH:5]=1, predict the reaction product. The product is: [CH2:3]([O:10][C:11]1[CH:16]=[C:15](/[CH:17]=[CH:18]/[C:19]([OH:21])=[O:20])[CH:14]=[CH:13][C:12]=1[C:23]1[CH:28]=[CH:27][CH:26]=[C:25]([N:29]([CH3:40])[C:30]([NH:32][CH2:33][CH2:34][CH2:35][CH2:36][CH2:37][CH2:38][CH3:39])=[O:31])[CH:24]=1)[C:4]1[CH:9]=[CH:8][CH:7]=[CH:6][CH:5]=1. (4) Given the reactants [CH3:1][C:2]1[CH:7]=[CH:6][C:5]([C:8]2[O:12][N:11]=[CH:10][C:9]=2[C:13]([OH:15])=O)=[CH:4][CH:3]=1.Cl.[CH3:17][C:18]1[CH:29]=[CH:28][C:21]([CH2:22][CH:23]2[CH2:27][CH2:26][NH:25][CH2:24]2)=[CH:20][CH:19]=1, predict the reaction product. The product is: [CH3:17][C:18]1[CH:19]=[CH:20][C:21]([CH2:22][CH:23]2[CH2:27][CH2:26][N:25]([C:13]([C:9]3[CH:10]=[N:11][O:12][C:8]=3[C:5]3[CH:4]=[CH:3][C:2]([CH3:1])=[CH:7][CH:6]=3)=[O:15])[CH2:24]2)=[CH:28][CH:29]=1. (5) Given the reactants [CH3:1][O:2][C:3]1[CH:25]=[CH:24][C:6]([CH2:7][N:8]2[CH2:14][C:13]3[CH:15]=[CH:16][C:17]([C:19](OC)=[O:20])=[CH:18][C:12]=3[O:11][C@H:10]([CH3:23])[CH2:9]2)=[CH:5][CH:4]=1.[OH-:26].[Na+].[NH2:28]O, predict the reaction product. The product is: [OH:26][NH:28][C:19]([C:17]1[CH:16]=[CH:15][C:13]2[CH2:14][N:8]([CH2:7][C:6]3[CH:24]=[CH:25][C:3]([O:2][CH3:1])=[CH:4][CH:5]=3)[CH2:9][C@@H:10]([CH3:23])[O:11][C:12]=2[CH:18]=1)=[O:20]. (6) Given the reactants C(OP([CH2:9][C:10]([O:12][CH3:13])=[O:11])(OCC)=O)C.[H-].[Na+].[H][H].[OH:18][CH2:19][C@@H:20]1[CH2:24][CH2:23][CH2:22][N:21]1[C:25]1[N:30]=[C:29]([NH:31][CH2:32][C:33]2[CH:38]=[CH:37][C:36]([O:39][CH3:40])=[C:35]([Cl:41])[CH:34]=2)[C:28]([CH:42]=O)=[CH:27][N:26]=1.C(=O)([O-])O.[Na+], predict the reaction product. The product is: [OH:18][CH2:19][C@@H:20]1[CH2:24][CH2:23][CH2:22][N:21]1[C:25]1[N:30]=[C:29]([NH:31][CH2:32][C:33]2[CH:38]=[CH:37][C:36]([O:39][CH3:40])=[C:35]([Cl:41])[CH:34]=2)[C:28]([CH:42]=[CH:9][C:10]([O:12][CH3:13])=[O:11])=[CH:27][N:26]=1. (7) Given the reactants [Cl:1][C:2]1[CH:3]=[C:4]([N:32]2[CH2:38][CH:37]([N:39]([CH3:41])[CH3:40])[C:34]3([CH2:36][CH2:35]3)[CH2:33]2)[C:5]([F:31])=[C:6]([NH:8][NH:9][C:10](=[O:30])[C@H:11]([CH2:24][CH:25]2[CH2:29][CH2:28][CH2:27][CH2:26]2)[CH2:12][N:13]([O:16]CC2C=CC=CC=2)[CH:14]=[O:15])[CH:7]=1, predict the reaction product. The product is: [Cl:1][C:2]1[CH:3]=[C:4]([N:32]2[CH2:38][CH:37]([N:39]([CH3:41])[CH3:40])[C:34]3([CH2:36][CH2:35]3)[CH2:33]2)[C:5]([F:31])=[C:6]([NH:8][NH:9][C:10](=[O:30])[C@H:11]([CH2:24][CH:25]2[CH2:26][CH2:27][CH2:28][CH2:29]2)[CH2:12][N:13]([OH:16])[CH:14]=[O:15])[CH:7]=1. (8) Given the reactants [NH2:1][C:2]1[N:3]=[C:4]([NH:17][CH:18]2[CH2:23][CH2:22][N:21]([S:24]([CH2:27][CH2:28][CH2:29]I)(=[O:26])=[O:25])[CH2:20][CH2:19]2)[S:5][C:6]=1[C:7]([C:9]1[C:14]([F:15])=[CH:13][CH:12]=[CH:11][C:10]=1[F:16])=[O:8].[N:31]1[CH:36]=[CH:35][CH:34]=[CH:33][C:32]=1[SH:37], predict the reaction product. The product is: [NH2:1][C:2]1[N:3]=[C:4]([NH:17][CH:18]2[CH2:23][CH2:22][N:21]([S:24]([CH2:27][CH2:28][CH2:29][S:37][C:32]3[CH:33]=[CH:34][CH:35]=[CH:36][N:31]=3)(=[O:26])=[O:25])[CH2:20][CH2:19]2)[S:5][C:6]=1[C:7]([C:9]1[C:14]([F:15])=[CH:13][CH:12]=[CH:11][C:10]=1[F:16])=[O:8]. (9) Given the reactants C([N:3]([CH2:6][CH3:7])[CH2:4]C)C.[P:8]([Cl:18])(Cl)(=[O:16])[O:9][C:10]1[CH:15]=[CH:14][CH:13]=[CH:12][CH:11]=1.Cl.C[O:21][C:22](=[O:26])[C@H](C)N, predict the reaction product. The product is: [P:8]([Cl:18])(=[O:16])([O:26][C:22](=[O:21])[C@H:6]([CH3:7])[NH:3][CH3:4])[O:9][C:10]1[CH:11]=[CH:12][CH:13]=[CH:14][CH:15]=1.